Task: Predict which catalyst facilitates the given reaction.. Dataset: Catalyst prediction with 721,799 reactions and 888 catalyst types from USPTO (1) Reactant: Cl.Cl.[CH:3]1([C@H:6]([C:8]2[CH:9]=[N:10][C:11]([C:14]([F:17])([F:16])[F:15])=[CH:12][CH:13]=2)[NH2:7])[CH2:5][CH2:4]1.C(N(CC)C(C)C)(C)C.Br[C:28]1[C:29]2[CH2:37][N:36]([C:38]3[CH:43]=[CH:42][C:41]([Cl:44])=[CH:40][N:39]=3)[CH2:35][CH2:34][C:30]=2[N:31]=[CH:32][N:33]=1.O. Product: [Cl:44][C:41]1[CH:42]=[CH:43][C:38]([N:36]2[CH2:35][CH2:34][C:30]3[N:31]=[CH:32][N:33]=[C:28]([NH:7][C@H:6]([CH:3]4[CH2:5][CH2:4]4)[C:8]4[CH:9]=[N:10][C:11]([C:14]([F:17])([F:15])[F:16])=[CH:12][CH:13]=4)[C:29]=3[CH2:37]2)=[N:39][CH:40]=1. The catalyst class is: 10. (2) Reactant: [CH2:1]([O:8][C:9]1[CH:14]=[CH:13][C:12]([C:15]2[CH:16]=[N:17][C:18]3[N:19]([N:27]=[CH:28][CH:29]=3)[C:20]=2[CH:21]2[CH2:26][CH2:25][CH2:24][CH2:23][CH2:22]2)=[CH:11][CH:10]=1)[C:2]1[CH:7]=[CH:6][CH:5]=[CH:4][CH:3]=1.P(Cl)(Cl)(Cl)=O.CN(C)[CH:37]=[O:38]. Product: [CH2:1]([O:8][C:9]1[CH:14]=[CH:13][C:12]([C:15]2[CH:16]=[N:17][C:18]3[N:19]([N:27]=[CH:28][C:29]=3[CH:37]=[O:38])[C:20]=2[CH:21]2[CH2:26][CH2:25][CH2:24][CH2:23][CH2:22]2)=[CH:11][CH:10]=1)[C:2]1[CH:3]=[CH:4][CH:5]=[CH:6][CH:7]=1. The catalyst class is: 4. (3) Reactant: [C:1]1([CH2:7][C:8]([CH:10]2[CH2:14][CH2:13][O:12][CH2:11]2)=O)[CH:6]=[CH:5][CH:4]=[CH:3][CH:2]=1.[CH2:15]([O:17][C:18]1[CH:19]=[C:20]([CH:23]=[C:24]([N+:27]([O-:29])=[O:28])[C:25]=1[OH:26])[CH:21]=O)[CH3:16].[NH2:30][C:31]([NH2:33])=[O:32].Cl. Product: [CH2:15]([O:17][C:18]1[CH:19]=[C:20]([CH:21]2[C:7]([C:1]3[CH:6]=[CH:5][CH:4]=[CH:3][CH:2]=3)=[C:8]([CH:10]3[CH2:14][CH2:13][O:12][CH2:11]3)[NH:33][C:31](=[O:32])[NH:30]2)[CH:23]=[C:24]([N+:27]([O-:29])=[O:28])[C:25]=1[OH:26])[CH3:16]. The catalyst class is: 8.